The task is: Regression. Given two drug SMILES strings and cell line genomic features, predict the synergy score measuring deviation from expected non-interaction effect.. This data is from NCI-60 drug combinations with 297,098 pairs across 59 cell lines. Drug 1: CC(C)(C#N)C1=CC(=CC(=C1)CN2C=NC=N2)C(C)(C)C#N. Drug 2: CCC1=C2CN3C(=CC4=C(C3=O)COC(=O)C4(CC)O)C2=NC5=C1C=C(C=C5)O. Cell line: K-562. Synergy scores: CSS=13.9, Synergy_ZIP=2.70, Synergy_Bliss=6.10, Synergy_Loewe=-30.7, Synergy_HSA=-4.78.